Predict the reactants needed to synthesize the given product. From a dataset of Full USPTO retrosynthesis dataset with 1.9M reactions from patents (1976-2016). The reactants are: [Cl:1][C:2]1[CH:7]=[CH:6][C:5]([CH:8]([NH:28][C:29]2[CH:34]=[C:33]([CH3:35])[C:32](=[O:36])[N:31]([CH3:37])[CH:30]=2)[C:9]2[C:10]([CH3:27])=[N:11][N:12]([C:17]3[C:18]([O:25][CH3:26])=[N:19][C:20]([O:23][CH3:24])=[N:21][CH:22]=3)[C:13]=2[C:14](O)=[O:15])=[CH:4][CH:3]=1. Given the product [Cl:1][C:2]1[CH:3]=[CH:4][C:5]([CH:8]2[C:9]3[C:10]([CH3:27])=[N:11][N:12]([C:17]4[C:18]([O:25][CH3:26])=[N:19][C:20]([O:23][CH3:24])=[N:21][CH:22]=4)[C:13]=3[C:14](=[O:15])[N:28]2[C:29]2[CH:34]=[C:33]([CH3:35])[C:32](=[O:36])[N:31]([CH3:37])[CH:30]=2)=[CH:6][CH:7]=1, predict the reactants needed to synthesize it.